Task: Predict the product of the given reaction.. Dataset: Forward reaction prediction with 1.9M reactions from USPTO patents (1976-2016) (1) Given the reactants [CH3:1][N:2]1[CH:7]2[CH2:8][CH2:9][CH:3]1[CH2:4][C:5](=[CH:10][C:11]1[CH:12]=[C:13]([C:17]3[CH:22]=[CH:21][CH:20]=[C:19]([C:23]#[N:24])[CH:18]=3)[CH:14]=[CH:15][CH:16]=1)[CH2:6]2.[ClH:25], predict the reaction product. The product is: [ClH:25].[ClH:25].[CH3:1][N:2]1[CH:7]2[CH2:8][CH2:9][CH:3]1[CH2:4][CH:5]([CH2:10][C:11]1[CH:12]=[C:13]([C:17]3[CH:22]=[CH:21][CH:20]=[C:19]([CH2:23][NH2:24])[CH:18]=3)[CH:14]=[CH:15][CH:16]=1)[CH2:6]2. (2) Given the reactants CC1(C)C(C)(C)OB([C:9]2[CH:14]=[CH:13][C:12]([N+:15]([O-:17])=[O:16])=[CH:11][CH:10]=2)O1.Br[C:20]1[CH:21]=[CH:22][C:23]([O:26][CH3:27])=[N:24][CH:25]=1, predict the reaction product. The product is: [CH3:27][O:26][C:23]1[CH:22]=[CH:21][C:20]([C:9]2[CH:10]=[CH:11][C:12]([N+:15]([O-:17])=[O:16])=[CH:13][CH:14]=2)=[CH:25][N:24]=1. (3) Given the reactants C(C1N=C(N2CCC(F)(F)C2)C2C(=NN(CC)N=2)N=1)(C)(C)C.[C:23]([C:27]1[N:28]=[C:29]([N:36]2[CH2:40][CH2:39][C:38]([F:42])([F:41])[CH2:37]2)[C:30]2[N:35]=[N:34][NH:33][C:31]=2[N:32]=1)([CH3:26])([CH3:25])[CH3:24].Br.Br[CH2:45][C:46]([C:48]1[CH:53]=[CH:52][CH:51]=[CH:50][N:49]=1)=[O:47], predict the reaction product. The product is: [C:23]([C:27]1[N:28]=[C:29]([N:36]2[CH2:40][CH2:39][C:38]([F:41])([F:42])[CH2:37]2)[C:30]2[C:31](=[N:33][N:34]([CH2:45][C:46]([C:48]3[CH:53]=[CH:52][CH:51]=[CH:50][N:49]=3)=[O:47])[N:35]=2)[N:32]=1)([CH3:26])([CH3:24])[CH3:25]. (4) Given the reactants [C:1]([O:5][C@@H:6]([C:10]1[C:35]([CH3:36])=[CH:34][C:13]2[N:14]=[C:15]([N:17]3C[CH2:21][CH2:20][N:19]([C:23]4[CH:24]=[C:25]5[C:29](=[CH:30][CH:31]=4)[N:28]([CH3:32])[N:27]=[CH:26]5)[C:18]3=[O:33])[S:16][C:12]=2[C:11]=1[C:37]1[CH:42]=[CH:41][C:40]([Cl:43])=[CH:39][CH:38]=1)[C:7]([OH:9])=[O:8])([CH3:4])([CH3:3])[CH3:2].N1CCNC1=O, predict the reaction product. The product is: [C:1]([O:5][C@@H:6]([C:10]1[C:35]([CH3:36])=[CH:34][C:13]2[N:14]=[C:15]([N:17]3[CH2:21][CH2:20][N:19]([C:23]4[CH:24]=[C:25]5[C:29](=[CH:30][CH:31]=4)[N:28]([CH3:32])[N:27]=[CH:26]5)[C:18]3=[O:33])[S:16][C:12]=2[C:11]=1[C:37]1[CH:38]=[CH:39][C:40]([Cl:43])=[CH:41][CH:42]=1)[C:7]([OH:9])=[O:8])([CH3:2])([CH3:4])[CH3:3]. (5) Given the reactants CS(O[CH:6]([CH2:16][N:17]1[C:25]([C:26]2[CH:31]=[CH:30][CH:29]=[CH:28][CH:27]=2)=[C:24]2[C:19]([N:20]([CH3:35])[C:21](=[O:34])[N:22]([CH3:33])[C:23]2=[O:32])=[CH:18]1)[CH2:7][O:8][Si:9]([C:12]([CH3:15])([CH3:14])[CH3:13])([CH3:11])[CH3:10])(=O)=O.[C:36]([O-:39])(=[S:38])[CH3:37].[K+], predict the reaction product. The product is: [C:36](=[O:39])([S:38][CH:6]([CH2:16][N:17]1[C:25]([C:26]2[CH:27]=[CH:28][CH:29]=[CH:30][CH:31]=2)=[C:24]2[C:19]([N:20]([CH3:35])[C:21](=[O:34])[N:22]([CH3:33])[C:23]2=[O:32])=[CH:18]1)[CH2:7][O:8][Si:9]([C:12]([CH3:15])([CH3:13])[CH3:14])([CH3:11])[CH3:10])[CH3:37]. (6) Given the reactants [Br:1]Br.[OH:3][C:4]([CH:11]1[CH2:16][CH2:15][N:14]([C:17]([O:19][C:20]([CH3:23])([CH3:22])[CH3:21])=[O:18])[CH2:13][CH2:12]1)([C:6]1[S:7][CH:8]=[CH:9][N:10]=1)[CH3:5].C([O-])(=O)C.[Na+], predict the reaction product. The product is: [Br:1][C:8]1[S:7][C:6]([C:4]([CH:11]2[CH2:16][CH2:15][N:14]([C:17]([O:19][C:20]([CH3:23])([CH3:22])[CH3:21])=[O:18])[CH2:13][CH2:12]2)([OH:3])[CH3:5])=[N:10][CH:9]=1. (7) Given the reactants Br[C:2]1[CH:10]=[C:9]2[C:5]([C:6]([C:24]3[CH:33]=[CH:32][C:27]([C:28]([O:30][CH3:31])=[O:29])=[CH:26][C:25]=3[F:34])=[N:7][N:8]2[C:11](=[O:23])[C:12]2[C:17]([C:18]([F:21])([F:20])[F:19])=[CH:16][CH:15]=[CH:14][C:13]=2[Cl:22])=[CH:4][CH:3]=1.[B:35]1([B:35]2[O:39][C:38]([CH3:41])([CH3:40])[C:37]([CH3:43])([CH3:42])[O:36]2)[O:39][C:38]([CH3:41])([CH3:40])[C:37]([CH3:43])([CH3:42])[O:36]1.CC([O-])=O.[K+], predict the reaction product. The product is: [Cl:22][C:13]1[CH:14]=[CH:15][CH:16]=[C:17]([C:18]([F:19])([F:20])[F:21])[C:12]=1[C:11]([N:8]1[C:9]2[C:5](=[CH:4][CH:3]=[C:2]([B:35]3[O:39][C:38]([CH3:41])([CH3:40])[C:37]([CH3:43])([CH3:42])[O:36]3)[CH:10]=2)[C:6]([C:24]2[CH:33]=[CH:32][C:27]([C:28]([O:30][CH3:31])=[O:29])=[CH:26][C:25]=2[F:34])=[N:7]1)=[O:23].